Regression. Given two drug SMILES strings and cell line genomic features, predict the synergy score measuring deviation from expected non-interaction effect. From a dataset of NCI-60 drug combinations with 297,098 pairs across 59 cell lines. (1) Drug 1: CCCCC(=O)OCC(=O)C1(CC(C2=C(C1)C(=C3C(=C2O)C(=O)C4=C(C3=O)C=CC=C4OC)O)OC5CC(C(C(O5)C)O)NC(=O)C(F)(F)F)O. Drug 2: CN(CC1=CN=C2C(=N1)C(=NC(=N2)N)N)C3=CC=C(C=C3)C(=O)NC(CCC(=O)O)C(=O)O. Cell line: SNB-19. Synergy scores: CSS=54.8, Synergy_ZIP=1.34, Synergy_Bliss=0.162, Synergy_Loewe=-14.2, Synergy_HSA=0.0511. (2) Drug 1: COC1=CC(=CC(=C1O)OC)C2C3C(COC3=O)C(C4=CC5=C(C=C24)OCO5)OC6C(C(C7C(O6)COC(O7)C8=CC=CS8)O)O. Drug 2: CCCCC(=O)OCC(=O)C1(CC(C2=C(C1)C(=C3C(=C2O)C(=O)C4=C(C3=O)C=CC=C4OC)O)OC5CC(C(C(O5)C)O)NC(=O)C(F)(F)F)O. Cell line: BT-549. Synergy scores: CSS=20.7, Synergy_ZIP=-3.38, Synergy_Bliss=-5.93, Synergy_Loewe=-6.50, Synergy_HSA=-4.75. (3) Drug 1: CC(C1=C(C=CC(=C1Cl)F)Cl)OC2=C(N=CC(=C2)C3=CN(N=C3)C4CCNCC4)N. Drug 2: CC1=CC2C(CCC3(C2CCC3(C(=O)C)OC(=O)C)C)C4(C1=CC(=O)CC4)C. Cell line: K-562. Synergy scores: CSS=41.6, Synergy_ZIP=2.78, Synergy_Bliss=2.00, Synergy_Loewe=-49.7, Synergy_HSA=1.40. (4) Drug 1: CC12CCC3C(C1CCC2OP(=O)(O)O)CCC4=C3C=CC(=C4)OC(=O)N(CCCl)CCCl.[Na+]. Drug 2: CC1C(C(CC(O1)OC2CC(CC3=C2C(=C4C(=C3O)C(=O)C5=C(C4=O)C(=CC=C5)OC)O)(C(=O)CO)O)N)O.Cl. Cell line: IGROV1. Synergy scores: CSS=40.5, Synergy_ZIP=-1.02, Synergy_Bliss=0.0966, Synergy_Loewe=-18.4, Synergy_HSA=1.95. (5) Drug 1: C#CCC(CC1=CN=C2C(=N1)C(=NC(=N2)N)N)C3=CC=C(C=C3)C(=O)NC(CCC(=O)O)C(=O)O. Drug 2: N.N.Cl[Pt+2]Cl. Cell line: CCRF-CEM. Synergy scores: CSS=42.6, Synergy_ZIP=1.18, Synergy_Bliss=-0.478, Synergy_Loewe=-2.86, Synergy_HSA=-2.83. (6) Drug 1: CC(C1=C(C=CC(=C1Cl)F)Cl)OC2=C(N=CC(=C2)C3=CN(N=C3)C4CCNCC4)N. Drug 2: CN1C2=C(C=C(C=C2)N(CCCl)CCCl)N=C1CCCC(=O)O.Cl. Cell line: SNB-75. Synergy scores: CSS=2.71, Synergy_ZIP=-0.699, Synergy_Bliss=0.522, Synergy_Loewe=-2.66, Synergy_HSA=-0.472. (7) Drug 1: COC1=C(C=C2C(=C1)N=CN=C2NC3=CC(=C(C=C3)F)Cl)OCCCN4CCOCC4. Drug 2: COC1=CC(=CC(=C1O)OC)C2C3C(COC3=O)C(C4=CC5=C(C=C24)OCO5)OC6C(C(C7C(O6)COC(O7)C8=CC=CS8)O)O. Cell line: A549. Synergy scores: CSS=58.6, Synergy_ZIP=0.235, Synergy_Bliss=-0.712, Synergy_Loewe=4.40, Synergy_HSA=8.06. (8) Drug 1: CC1=C2C(C(=O)C3(C(CC4C(C3C(C(C2(C)C)(CC1OC(=O)C(C(C5=CC=CC=C5)NC(=O)OC(C)(C)C)O)O)OC(=O)C6=CC=CC=C6)(CO4)OC(=O)C)OC)C)OC. Drug 2: CN(C)C1=NC(=NC(=N1)N(C)C)N(C)C. Cell line: MALME-3M. Synergy scores: CSS=23.9, Synergy_ZIP=2.18, Synergy_Bliss=1.75, Synergy_Loewe=-21.4, Synergy_HSA=-2.82. (9) Drug 1: CC1=C2C(C(=O)C3(C(CC4C(C3C(C(C2(C)C)(CC1OC(=O)C(C(C5=CC=CC=C5)NC(=O)OC(C)(C)C)O)O)OC(=O)C6=CC=CC=C6)(CO4)OC(=O)C)OC)C)OC. Drug 2: CN(C)C1=NC(=NC(=N1)N(C)C)N(C)C. Cell line: SW-620. Synergy scores: CSS=28.6, Synergy_ZIP=-3.65, Synergy_Bliss=-10.1, Synergy_Loewe=-44.9, Synergy_HSA=-12.0.